This data is from Catalyst prediction with 721,799 reactions and 888 catalyst types from USPTO. The task is: Predict which catalyst facilitates the given reaction. Reactant: [Cl-].O[NH3+:3].[C:4](=[O:7])([O-])[OH:5].[Na+].CS(C)=O.[CH3:13][C:14]1([CH3:53])[CH2:19][O:18][C:17]2([CH2:24][CH2:23][CH:22]([N:25]3[C:30](=[O:31])[C:29]([CH2:32][C:33]4[CH:38]=[CH:37][C:36]([C:39]5[C:40]([C:45]#[N:46])=[CH:41][CH:42]=[CH:43][CH:44]=5)=[CH:35][CH:34]=4)=[C:28]([CH2:47][CH2:48][CH3:49])[N:27]4[N:50]=[CH:51][N:52]=[C:26]34)[CH2:21][CH2:20]2)[O:16][CH2:15]1. Product: [CH3:53][C:14]1([CH3:13])[CH2:19][O:18][C:17]2([CH2:24][CH2:23][CH:22]([N:25]3[C:30](=[O:31])[C:29]([CH2:32][C:33]4[CH:38]=[CH:37][C:36]([C:39]5[CH:44]=[CH:43][CH:42]=[CH:41][C:40]=5[C:45]5[NH:3][C:4](=[O:7])[O:5][N:46]=5)=[CH:35][CH:34]=4)=[C:28]([CH2:47][CH2:48][CH3:49])[N:27]4[N:50]=[CH:51][N:52]=[C:26]34)[CH2:21][CH2:20]2)[O:16][CH2:15]1. The catalyst class is: 13.